From a dataset of Reaction yield outcomes from USPTO patents with 853,638 reactions. Predict the reaction yield, written as a fraction of the theoretical maximum amount of product (1.0 means a 100% yield; for example, 0.34 means a 34% yield). (1) The reactants are [Cl-].[Al+3].[Cl-].[Cl-].[C:5](OC(=O)C)(=[O:7])[CH3:6].[CH2:12]([O:14][C:15]([C:17]1[NH:18][C:19]2[C:24]([CH:25]=1)=[CH:23][CH:22]=[CH:21][CH:20]=2)=[O:16])[CH3:13]. The catalyst is ClC(Cl)C. The product is [CH2:12]([O:14][C:15]([C:17]1[NH:18][C:19]2[C:24]([C:25]=1[C:5](=[O:7])[CH3:6])=[CH:23][CH:22]=[CH:21][CH:20]=2)=[O:16])[CH3:13].[CH2:12]([O:14][C:15]([C:17]1[NH:18][C:19]2[C:24]([CH:25]=1)=[CH:23][C:22]([C:5](=[O:7])[CH3:6])=[CH:21][CH:20]=2)=[O:16])[CH3:13]. The yield is 0.520. (2) The reactants are [H-].[Na+].[Cl:3][C:4]1[C:9]([C:10]([F:13])([F:12])[F:11])=[CH:8][CH:7]=[C:6]([O:14][C:15]2[CH:20]=[CH:19][CH:18]=[C:17]([CH2:21]P(OCC)(OCC)=O)[CH:16]=2)[N:5]=1.[CH2:30]1[O:40][C:33]2([CH2:38][CH2:37][C:36](=O)[CH2:35][CH2:34]2)[O:32][CH2:31]1. The yield is 0.980. The product is [Cl:3][C:4]1[C:9]([C:10]([F:11])([F:12])[F:13])=[CH:8][CH:7]=[C:6]([O:14][C:15]2[CH:20]=[CH:19][CH:18]=[C:17]([CH:21]=[C:36]3[CH2:37][CH2:38][C:33]4([O:40][CH2:30][CH2:31][O:32]4)[CH2:34][CH2:35]3)[CH:16]=2)[N:5]=1. The catalyst is C1COCC1. (3) The reactants are [F:1][CH:2]([F:38])[O:3][C:4]1[CH:9]=[CH:8][CH:7]=[CH:6][C:5]=1[CH:10]([C:12]1[N:16]2[CH:17]=[C:18]([C:21]3[CH:22]=[N:23][C:24]([N:27]4[CH2:32][CH2:31][CH:30]([C:33]([O:35]C)=[O:34])[CH2:29][CH2:28]4)=[N:25][CH:26]=3)[CH:19]=[CH:20][C:15]2=[N:14][C:13]=1[CH3:37])[CH3:11].O.[OH-].[Li+].C(O)(=O)C. The catalyst is C1COCC1.O. The product is [F:38][CH:2]([F:1])[O:3][C:4]1[CH:9]=[CH:8][CH:7]=[CH:6][C:5]=1[CH:10]([C:12]1[N:16]2[CH:17]=[C:18]([C:21]3[CH:26]=[N:25][C:24]([N:27]4[CH2:32][CH2:31][CH:30]([C:33]([OH:35])=[O:34])[CH2:29][CH2:28]4)=[N:23][CH:22]=3)[CH:19]=[CH:20][C:15]2=[N:14][C:13]=1[CH3:37])[CH3:11]. The yield is 0.790. (4) The reactants are [C:1]([O:5][C:6](=[O:43])[N:7]([C:16]1[CH:21]=[CH:20][C:19]([CH:22]([C:24]2[C:32]3[C:27](=[N:28][CH:29]=[C:30]([Cl:33])[CH:31]=3)[N:26]([S:34]([C:37]3[CH:42]=[CH:41][CH:40]=[CH:39][CH:38]=3)(=[O:36])=[O:35])[CH:25]=2)[OH:23])=[CH:18][N:17]=1)[CH2:8][C:9]1[CH:14]=[CH:13][CH:12]=[CH:11][C:10]=1[F:15])([CH3:4])([CH3:3])[CH3:2].CC(OI1(OC(C)=O)(OC(C)=O)OC(=O)C2C=CC=CC1=2)=O.C(=O)([O-])[O-].[K+].[K+]. The catalyst is ClCCl. The product is [C:1]([O:5][C:6](=[O:43])[N:7]([C:16]1[CH:21]=[CH:20][C:19]([C:22]([C:24]2[C:32]3[C:27](=[N:28][CH:29]=[C:30]([Cl:33])[CH:31]=3)[N:26]([S:34]([C:37]3[CH:42]=[CH:41][CH:40]=[CH:39][CH:38]=3)(=[O:35])=[O:36])[CH:25]=2)=[O:23])=[CH:18][N:17]=1)[CH2:8][C:9]1[CH:14]=[CH:13][CH:12]=[CH:11][C:10]=1[F:15])([CH3:4])([CH3:2])[CH3:3]. The yield is 0.240.